This data is from Reaction yield outcomes from USPTO patents with 853,638 reactions. The task is: Predict the reaction yield, written as a fraction of the theoretical maximum amount of product (1.0 means a 100% yield; for example, 0.34 means a 34% yield). (1) The yield is 0.664. The reactants are C(=O)([O-])[O-].[Na+].[Na+].FC(F)(F)S(O[C:13]1[CH2:18][CH2:17][N:16]([C:19]([O:21][CH2:22][C:23]2[CH:28]=[CH:27][CH:26]=[CH:25][CH:24]=2)=[O:20])[CH2:15][CH:14]=1)(=O)=O.[OH:31][C:32]1[CH:37]=[CH:36][C:35](B(O)O)=[CH:34][CH:33]=1. The product is [OH:31][C:32]1[CH:37]=[CH:36][C:35]([C:13]2[CH2:18][CH2:17][N:16]([C:19]([O:21][CH2:22][C:23]3[CH:28]=[CH:27][CH:26]=[CH:25][CH:24]=3)=[O:20])[CH2:15][CH:14]=2)=[CH:34][CH:33]=1. The catalyst is O1CCOCC1.O.C(Cl)Cl.C1C=CC(P(C2C=CC=CC=2)[C-]2C=CC=C2)=CC=1.C1C=CC(P(C2C=CC=CC=2)[C-]2C=CC=C2)=CC=1.Cl[Pd]Cl.[Fe+2]. (2) The reactants are [F:1][C:2]1[CH:8]=[C:7](I)[CH:6]=[CH:5][C:3]=1[NH2:4].[B:10]1([B:10]2[O:14][C:13]([CH3:16])([CH3:15])[C:12]([CH3:18])([CH3:17])[O:11]2)[O:14][C:13]([CH3:16])([CH3:15])[C:12]([CH3:18])([CH3:17])[O:11]1.[K].ClCCl. The catalyst is CS(C)=O.O.C1C=CC(P(C2C=CC=CC=2)[C-]2C=CC=C2)=CC=1.C1C=CC(P(C2C=CC=CC=2)[C-]2C=CC=C2)=CC=1.Cl[Pd]Cl.[Fe+2]. The product is [F:1][C:2]1[CH:8]=[C:7]([B:10]2[O:14][C:13]([CH3:16])([CH3:15])[C:12]([CH3:18])([CH3:17])[O:11]2)[CH:6]=[CH:5][C:3]=1[NH2:4]. The yield is 0.750. (3) The product is [Cl:1][C:2]1[S:6][C:5]([CH2:7][O:8][C:9]2[CH:17]=[CH:16][CH:15]=[C:11]3[C:10]=2[C:18](=[O:20])[N:22]([CH:23]2[CH2:29][CH2:28][C:27](=[O:30])[NH:26][C:24]2=[O:25])[C:12]3=[O:14])=[CH:4][CH:3]=1. The catalyst is N1C=CC=CC=1. The yield is 0.360. The reactants are [Cl:1][C:2]1[S:6][C:5]([CH2:7][O:8][C:9]2[CH:17]=[CH:16][CH:15]=[C:11]([C:12]([OH:14])=O)[C:10]=2[C:18]([OH:20])=O)=[CH:4][CH:3]=1.Cl.[NH2:22][CH:23]1[CH2:29][CH2:28][C:27](=[O:30])[NH:26][C:24]1=[O:25]. (4) The reactants are [NH2:1][C:2]1[N:10]=[CH:9][C:8]([F:11])=[CH:7][C:3]=1[C:4](O)=[O:5].[NH2:12][C:13](N)=[O:14].[OH-].[Na+].C(=O)=O. No catalyst specified. The product is [F:11][C:8]1[CH:9]=[N:10][C:2]2[N:1]=[C:13]([OH:14])[N:12]=[C:4]([OH:5])[C:3]=2[CH:7]=1. The yield is 0.305. (5) The reactants are [N:1]1[C:2]([CH2:10][O:11][C:12]2[CH:17]=[CH:16][N+:15]([O-])=[CH:14][CH:13]=2)=[CH:3][N:4]2[CH:9]=[CH:8][CH:7]=[CH:6][C:5]=12.C(OC(=O)C)(=[O:21])C. No catalyst specified. The product is [N:1]1[C:2]([CH2:10][O:11][C:12]2[CH:17]=[CH:16][NH:15][C:14](=[O:21])[CH:13]=2)=[CH:3][N:4]2[CH:9]=[CH:8][CH:7]=[CH:6][C:5]=12. The yield is 0.630. (6) The reactants are [C:1]([O:5][C:6](=[O:23])[CH2:7][CH2:8][N:9]([C:15]1[CH:20]=[CH:19][C:18]([Cl:21])=[C:17]([Cl:22])[CH:16]=1)[CH2:10][C:11](OC)=[O:12])([CH3:4])([CH3:3])[CH3:2].[Li+].[BH4-].OS([O-])(=O)=O.[K+]. No catalyst specified. The product is [C:1]([O:5][C:6](=[O:23])[CH2:7][CH2:8][N:9]([C:15]1[CH:20]=[CH:19][C:18]([Cl:21])=[C:17]([Cl:22])[CH:16]=1)[CH2:10][CH2:11][OH:12])([CH3:4])([CH3:2])[CH3:3]. The yield is 0.850. (7) The reactants are O=[CH:2][CH2:3][C:4]1[C:13]2[O:12][CH2:11][C:10]3=[C:14]([C:17]([O:19][CH2:20][CH3:21])=[O:18])[N:15]=[CH:16][N:9]3[C:8]=2[CH:7]=[CH:6][CH:5]=1.[F:22][C:23]1[CH:32]=[C:31]2[C:26]([CH:27]=[CH:28][C:29]([CH3:33])=[N:30]2)=[C:25]([N:34]2[CH2:39][CH2:38][NH:37][C@H:36]([CH3:40])[CH2:35]2)[CH:24]=1.C(O[BH-](OC(=O)C)OC(=O)C)(=O)C.[Na+]. The catalyst is ClCCCl. The product is [F:22][C:23]1[CH:32]=[C:31]2[C:26]([CH:27]=[CH:28][C:29]([CH3:33])=[N:30]2)=[C:25]([N:34]2[CH2:39][CH2:38][N:37]([CH2:2][CH2:3][C:4]3[C:13]4[O:12][CH2:11][C:10]5=[C:14]([C:17]([O:19][CH2:20][CH3:21])=[O:18])[N:15]=[CH:16][N:9]5[C:8]=4[CH:7]=[CH:6][CH:5]=3)[C@H:36]([CH3:40])[CH2:35]2)[CH:24]=1. The yield is 0.340. (8) The reactants are [CH2:1]([O:3][C:4](=[O:16])/[CH:5]=[C:6](/[O:8][C:9]1[CH:10]=[C:11]([CH3:15])[CH:12]=[CH:13][CH:14]=1)\[CH3:7])[CH3:2].[Br:17]N1C(=O)CCC1=O.C(OOC(=O)C1C=CC=CC=1)(=O)C1C=CC=CC=1. The catalyst is C(Cl)(Cl)(Cl)Cl. The product is [CH2:1]([O:3][C:4](=[O:16])/[CH:5]=[C:6](/[O:8][C:9]1[CH:10]=[C:11]([CH3:15])[CH:12]=[CH:13][CH:14]=1)\[CH2:7][Br:17])[CH3:2]. The yield is 0.440.